Task: Predict the reaction yield, written as a fraction of the theoretical maximum amount of product (1.0 means a 100% yield; for example, 0.34 means a 34% yield).. Dataset: Reaction yield outcomes from USPTO patents with 853,638 reactions (1) The reactants are [Cl:1][C:2]1[CH:3]=[C:4]2[C:8](=[CH:9][CH:10]=1)[NH:7][CH:6]=[C:5]2[CH2:11][CH2:12][NH:13][C:14](=[O:22])[C:15]1[CH:20]=[CH:19][CH:18]=[CH:17][C:16]=1I.[Cl:23][C:24]1[CH:29]=[CH:28][CH:27]=[CH:26][C:25]=1B(O)O.C(=O)([O-])[O-].[Na+].[Na+]. The catalyst is C(COC)OC.O.C1C=CC([P]([Pd]([P](C2C=CC=CC=2)(C2C=CC=CC=2)C2C=CC=CC=2)([P](C2C=CC=CC=2)(C2C=CC=CC=2)C2C=CC=CC=2)[P](C2C=CC=CC=2)(C2C=CC=CC=2)C2C=CC=CC=2)(C2C=CC=CC=2)C2C=CC=CC=2)=CC=1. The product is [Cl:23][C:24]1[CH:25]=[C:26]([C:16]2[C:15]([C:14]([NH:13][CH2:12][CH2:11][C:5]3[C:4]4[C:8](=[CH:9][CH:10]=[C:2]([Cl:1])[CH:3]=4)[NH:7][CH:6]=3)=[O:22])=[CH:20][CH:19]=[CH:18][CH:17]=2)[CH:27]=[CH:28][CH:29]=1. The yield is 0.440. (2) The reactants are [C:1]([C:4]1[N:5]=[C:6]2[C:12]3[CH:13]=[C:14]([C:18]#[C:19][C:20]([OH:23])([CH3:22])[CH3:21])[C:15]([F:17])=[CH:16][C:11]=3[O:10][CH2:9][CH2:8][N:7]2[C:24]=1[C:25]([O:27]C)=[O:26])(=[O:3])[NH2:2].[Li+].[OH-]. The catalyst is O.C1COCC1. The product is [C:1]([C:4]1[N:5]=[C:6]2[C:12]3[CH:13]=[C:14]([C:18]#[C:19][C:20]([OH:23])([CH3:21])[CH3:22])[C:15]([F:17])=[CH:16][C:11]=3[O:10][CH2:9][CH2:8][N:7]2[C:24]=1[C:25]([OH:27])=[O:26])(=[O:3])[NH2:2]. The yield is 1.00. (3) The reactants are [OH-].[K+].[F:3][C:4]1[CH:5]=[CH:6][CH:7]=[C:8]2[C:12]=1[NH:11][C:10](=[O:13])[C:9]2=O.[C:15]([C:19]1[CH:24]=[CH:23][CH:22]=[CH:21][CH:20]=1)(=O)[CH2:16][CH3:17].Cl.C(O)(=[O:28])C. The catalyst is O.C(O)C. The product is [F:3][C:4]1[CH:5]=[CH:6][CH:7]=[C:8]2[C:12]=1[N:11]=[C:15]([C:19]1[CH:24]=[CH:23][CH:22]=[CH:21][CH:20]=1)[C:16]([CH3:17])=[C:9]2[C:10]([OH:13])=[O:28]. The yield is 0.830.